From a dataset of Forward reaction prediction with 1.9M reactions from USPTO patents (1976-2016). Predict the product of the given reaction. (1) Given the reactants Br[C:2]1[N:6]2[CH:7]=[CH:8][CH:9]=[CH:10][C:5]2=[N:4][C:3]=1[CH:11]([O:16][C:17]([CH3:20])([CH3:19])[CH3:18])[C:12]([O:14][CH3:15])=[O:13].C(=O)([O-])[O-].[Na+].[Na+].CC1(C)C(C)(C)OB([C:35]2[CH:36]=[C:37]3[C:42](=[CH:43][CH:44]=2)[O:41][CH2:40][CH2:39][CH2:38]3)O1, predict the reaction product. The product is: [C:17]([O:16][CH:11]([C:3]1[N:4]=[C:5]2[CH:10]=[CH:9][CH:8]=[CH:7][N:6]2[C:2]=1[C:35]1[CH:44]=[CH:43][C:42]2[O:41][CH2:40][CH2:39][CH2:38][C:37]=2[CH:36]=1)[C:12]([O:14][CH3:15])=[O:13])([CH3:20])([CH3:19])[CH3:18]. (2) Given the reactants C(=O)([O-])[O-].[K+].[K+].[F:7][C:8]([F:12])([F:11])[CH2:9]I.CN(C=O)C.[Br:18][C:19]1[CH:44]=[CH:43][C:22]([CH2:23][C:24]2[C:25](=[O:42])[N:26]([C:35]3[N:40]=[CH:39][C:38]([OH:41])=[CH:37][N:36]=3)[C:27]([CH3:34])=[N:28][C:29]=2[CH2:30][CH2:31][CH2:32][CH3:33])=[CH:21][CH:20]=1, predict the reaction product. The product is: [Br:18][C:19]1[CH:20]=[CH:21][C:22]([CH2:23][C:24]2[C:25](=[O:42])[N:26]([C:35]3[N:36]=[CH:37][C:38]([O:41][CH2:9][C:8]([F:12])([F:11])[F:7])=[CH:39][N:40]=3)[C:27]([CH3:34])=[N:28][C:29]=2[CH2:30][CH2:31][CH2:32][CH3:33])=[CH:43][CH:44]=1.